Task: Predict which catalyst facilitates the given reaction.. Dataset: Catalyst prediction with 721,799 reactions and 888 catalyst types from USPTO (1) Reactant: [OH:1][C:2]12[CH2:11][CH:6]3[CH2:7][CH:8]([CH2:10][C:4]([NH:12][C:13](=[O:19])[O:14][C:15]([CH3:18])([CH3:17])[CH3:16])([CH2:5]3)[CH2:3]1)[CH2:9]2.C(N(CC)CC)C.[CH3:27][S:28](Cl)(=[O:30])=[O:29]. Product: [CH3:27][S:28]([O:1][C:2]12[CH2:9][CH:8]3[CH2:7][CH:6]([CH2:5][C:4]([NH:12][C:13]([O:14][C:15]([CH3:16])([CH3:18])[CH3:17])=[O:19])([CH2:10]3)[CH2:3]1)[CH2:11]2)(=[O:30])=[O:29]. The catalyst class is: 4. (2) Reactant: N1C=CC=CC=1.C1(C)C=CC=CC=1.[CH2:14]([OH:28])[CH2:15][CH2:16][CH2:17][CH2:18][CH2:19][CH2:20][CH2:21]/[CH:22]=[CH:23]\[CH:24]=[CH:25]/[CH2:26][CH3:27].[C:29](OC(=O)C)(=[O:31])[CH3:30]. Product: [C:29]([O:28][CH2:14][CH2:15][CH2:16][CH2:17][CH2:18][CH2:19][CH2:20][CH2:21]/[CH:22]=[CH:23]\[CH:24]=[CH:25]/[CH2:26][CH3:27])(=[O:31])[CH3:30]. The catalyst class is: 6. (3) Reactant: [F:1][C:2]([F:18])([F:17])[C:3]1[CH:16]=[CH:15][C:6]2[NH:7][C:8]([CH2:10][CH2:11][CH2:12][CH2:13][OH:14])=[N:9][C:5]=2[CH:4]=1.C(=O)([O-])[O-].[K+].[K+].[CH3:25][Si:26]([CH2:29][CH2:30][O:31][CH2:32]Cl)([CH3:28])[CH3:27]. Product: [F:18][C:2]([F:1])([F:17])[C:3]1[CH:16]=[CH:15][C:6]2[N:7]([CH2:32][O:31][CH2:30][CH2:29][Si:26]([CH3:28])([CH3:27])[CH3:25])[C:8]([CH2:10][CH2:11][CH2:12][CH2:13][OH:14])=[N:9][C:5]=2[CH:4]=1.[F:18][C:2]([F:1])([F:17])[C:3]1[CH:16]=[CH:15][C:6]2[N:7]=[C:8]([CH2:10][CH2:11][CH2:12][CH2:13][OH:14])[N:9]([CH2:32][O:31][CH2:30][CH2:29][Si:26]([CH3:28])([CH3:27])[CH3:25])[C:5]=2[CH:4]=1. The catalyst class is: 9.